Dataset: Peptide-MHC class I binding affinity with 185,985 pairs from IEDB/IMGT. Task: Regression. Given a peptide amino acid sequence and an MHC pseudo amino acid sequence, predict their binding affinity value. This is MHC class I binding data. (1) The peptide sequence is LVSFLLLAGR. The MHC is HLA-A11:01 with pseudo-sequence HLA-A11:01. The binding affinity (normalized) is 0.608. (2) The peptide sequence is YTPEGIIPTL. The MHC is HLA-A02:06 with pseudo-sequence HLA-A02:06. The binding affinity (normalized) is 0.717. (3) The peptide sequence is AFEDLRLLSF. The MHC is HLA-A29:02 with pseudo-sequence HLA-A29:02. The binding affinity (normalized) is 0.142. (4) The peptide sequence is AYSNNTIAI. The MHC is HLA-A29:02 with pseudo-sequence HLA-A29:02. The binding affinity (normalized) is 0.725. (5) The binding affinity (normalized) is 0.196. The peptide sequence is AYMLFTKFF. The MHC is Patr-A0901 with pseudo-sequence Patr-A0901.